Dataset: Forward reaction prediction with 1.9M reactions from USPTO patents (1976-2016). Task: Predict the product of the given reaction. (1) The product is: [OH:1][C:2]1[CH:7]=[C:6]([O:8][CH2:16][C:15]#[CH:14])[CH:5]=[CH:4][C:3]=1[C:9](=[O:12])[CH2:10][CH3:11]. Given the reactants [OH:1][C:2]1[CH:7]=[C:6]([OH:8])[CH:5]=[CH:4][C:3]=1[C:9](=[O:12])[CH2:10][CH3:11].Br[CH2:14][C:15]#[CH:16].C([O-])([O-])=O.[K+].[K+], predict the reaction product. (2) Given the reactants [CH3:1][C:2]1([CH3:12])[CH2:7][CH2:6][CH2:5][C:4]([C:8](=[O:11])[CH:9]=[CH2:10])=[CH:3]1.C(O)=O.ClCCl, predict the reaction product. The product is: [CH3:1][C:2]1([CH3:12])[CH2:7][CH2:6][CH2:5][C:4]2[C:8](=[O:11])[CH2:9][CH2:10][C:3]1=2.